From a dataset of Catalyst prediction with 721,799 reactions and 888 catalyst types from USPTO. Predict which catalyst facilitates the given reaction. (1) Reactant: [OH:1][C:2]([CH3:21])([CH3:20])[C:3](=O)[CH2:4][C:5]1[CH:10]=[CH:9][C:8]([O:11][CH3:12])=[C:7]([O:13][CH2:14][CH2:15][CH2:16][O:17][CH3:18])[CH:6]=1.C([O-])(=O)C.[NH4+].[BH3-]C#[N:29].[Na+]. Product: [NH2:29][CH:3]([CH2:4][C:5]1[CH:10]=[CH:9][C:8]([O:11][CH3:12])=[C:7]([O:13][CH2:14][CH2:15][CH2:16][O:17][CH3:18])[CH:6]=1)[C:2]([CH3:21])([OH:1])[CH3:20]. The catalyst class is: 5. (2) Reactant: [N:1]1[CH:6]=[CH:5][CH:4]=[C:3]([NH2:7])[CH:2]=1.Br[C:9]1[C:10](=[O:17])[N:11]([CH3:16])[CH:12]=[C:13]([Br:15])[N:14]=1. Product: [Br:15][C:13]1[N:14]=[C:9]([NH:7][C:3]2[CH:2]=[N:1][CH:6]=[CH:5][CH:4]=2)[C:10](=[O:17])[N:11]([CH3:16])[CH:12]=1. The catalyst class is: 32.